From a dataset of Peptide-MHC class I binding affinity with 185,985 pairs from IEDB/IMGT. Regression. Given a peptide amino acid sequence and an MHC pseudo amino acid sequence, predict their binding affinity value. This is MHC class I binding data. (1) The peptide sequence is VMETDRENA. The MHC is HLA-A02:01 with pseudo-sequence HLA-A02:01. The binding affinity (normalized) is 0.168. (2) The peptide sequence is FQPQNSQFI. The MHC is H-2-Kb with pseudo-sequence H-2-Kb. The binding affinity (normalized) is 0.0258. (3) The peptide sequence is AVSFRNLAY. The MHC is HLA-A30:02 with pseudo-sequence HLA-A30:02. The binding affinity (normalized) is 0.692. (4) The peptide sequence is EWAENCYNL. The MHC is HLA-A26:01 with pseudo-sequence HLA-A26:01. The binding affinity (normalized) is 0.0847. (5) The peptide sequence is EVFEIIRSY. The MHC is HLA-A25:01 with pseudo-sequence HLA-A25:01. The binding affinity (normalized) is 0.733. (6) The peptide sequence is RMIGGIGRFYI. The MHC is HLA-A02:01 with pseudo-sequence HLA-A02:01. The binding affinity (normalized) is 1.00. (7) The peptide sequence is FLLMIVLQI. The MHC is HLA-A02:03 with pseudo-sequence HLA-A02:03. The binding affinity (normalized) is 0.535. (8) The peptide sequence is MRGAKRMAI. The MHC is HLA-B08:01 with pseudo-sequence HLA-B08:01. The binding affinity (normalized) is 0.917.